This data is from Forward reaction prediction with 1.9M reactions from USPTO patents (1976-2016). The task is: Predict the product of the given reaction. (1) The product is: [F:1][C:2]1[CH:3]=[CH:4][C:5]([OH:28])=[C:6]([CH:27]=1)[C:7]([NH:9][C:10]1[C:11]([C:23]([OH:25])=[O:24])=[C:12]([C:15]2[CH:20]=[CH:19][C:18]([CH3:21])=[CH:17][C:16]=2[F:22])[S:13][CH:14]=1)=[O:8]. Given the reactants [F:1][C:2]1[CH:3]=[CH:4][C:5]([OH:28])=[C:6]([CH:27]=1)[C:7]([NH:9][C:10]1[C:11]([C:23]([O:25]C)=[O:24])=[C:12]([C:15]2[CH:20]=[CH:19][C:18]([CH3:21])=[CH:17][C:16]=2[F:22])[S:13][CH:14]=1)=[O:8].[OH-].[Li+], predict the reaction product. (2) Given the reactants C([O:5][C:6](=O)[CH2:7][C:8]1([OH:22])[CH2:13][CH:12]2[CH2:14][CH2:15][CH:9]1[CH:10]=[C:11]2[C:16]1[CH:21]=[CH:20][CH:19]=[CH:18][CH:17]=1)(C)(C)C.[H-].[H-].[H-].[H-].[Li+].[Al+3].[OH-].[Na+], predict the reaction product. The product is: [OH:5][CH2:6][CH2:7][C:8]1([OH:22])[CH2:13][CH:12]2[CH2:14][CH2:15][CH:9]1[CH:10]=[C:11]2[C:16]1[CH:17]=[CH:18][CH:19]=[CH:20][CH:21]=1. (3) Given the reactants [CH3:1][N:2]1[C:7](=[O:8])[CH:6]=[C:5]([N:9]2[CH2:14][CH2:13][O:12][CH2:11][CH2:10]2)[N:4]=[C:3]1[CH2:15][C:16]([O-:18])=O.[Na+].Cl.[F:21][C:22]1[C:30]([F:31])=[CH:29][CH:28]=[C:27]2[C:23]=1[CH2:24][CH2:25][NH:26]2.Cl.CN(C)CCCN=C=NCC, predict the reaction product. The product is: [F:21][C:22]1[C:30]([F:31])=[CH:29][CH:28]=[C:27]2[C:23]=1[CH2:24][CH2:25][N:26]2[C:16](=[O:18])[CH2:15][C:3]1[N:2]([CH3:1])[C:7](=[O:8])[CH:6]=[C:5]([N:9]2[CH2:10][CH2:11][O:12][CH2:13][CH2:14]2)[N:4]=1. (4) Given the reactants [C:1]([O:5][C:6]([NH:8][C@@H:9]1[C:18]2[C:13](=[CH:14][C:15]([C:19](O)=[O:20])=[CH:16][CH:17]=2)[S:12][CH2:11][CH2:10]1)=[O:7])([CH3:4])([CH3:3])[CH3:2].[NH2:22][C:23]1[CH:28]=[CH:27][N:26]=[C:25]2[N:29]([C:32]([C:45]3[CH:50]=[CH:49][CH:48]=[CH:47][CH:46]=3)([C:39]3[CH:44]=[CH:43][CH:42]=[CH:41][CH:40]=3)[C:33]3[CH:38]=[CH:37][CH:36]=[CH:35][CH:34]=3)[N:30]=[CH:31][C:24]=12.[I-].ClC1C=CC=C[N+]=1C, predict the reaction product. The product is: [C:1]([O:5][C:6]([NH:8][C@@H:9]1[C:18]2[C:13](=[CH:14][C:15]([C:19]([NH:22][C:23]3[CH:28]=[CH:27][N:26]=[C:25]4[N:29]([C:32]([C:33]5[CH:34]=[CH:35][CH:36]=[CH:37][CH:38]=5)([C:39]5[CH:40]=[CH:41][CH:42]=[CH:43][CH:44]=5)[C:45]5[CH:50]=[CH:49][CH:48]=[CH:47][CH:46]=5)[N:30]=[CH:31][C:24]=34)=[O:20])=[CH:16][CH:17]=2)[S:12][CH2:11][CH2:10]1)=[O:7])([CH3:2])([CH3:3])[CH3:4]. (5) Given the reactants [CH2:1]([O:3][C:4]([N:6]1[C:15]2[C:10](=[N:11][C:12]([O:16][CH3:17])=[CH:13][CH:14]=2)[C@@H:9]([NH:18][C:19]2[C:24]([CH2:25][C:26]3[CH:31]=[C:30]([C:32]([F:35])([F:34])[F:33])[CH:29]=[C:28]([C:36]([F:39])([F:38])[F:37])[CH:27]=3)=[CH:23][C:22]([C:40](OCC)=[NH:41])=[CH:21][N:20]=2)[CH2:8][C@H:7]1[CH2:45][CH3:46])=[O:5])[CH3:2].[CH2:47](N)[CH2:48][NH2:49].C(OCC)(=O)C, predict the reaction product. The product is: [CH2:1]([O:3][C:4]([N:6]1[C:15]2[C:10](=[N:11][C:12]([O:16][CH3:17])=[CH:13][CH:14]=2)[C@@H:9]([NH:18][C:19]2[C:24]([CH2:25][C:26]3[CH:31]=[C:30]([C:32]([F:35])([F:34])[F:33])[CH:29]=[C:28]([C:36]([F:39])([F:38])[F:37])[CH:27]=3)=[CH:23][C:22]([C:40]3[NH:49][CH2:48][CH2:47][N:41]=3)=[CH:21][N:20]=2)[CH2:8][C@H:7]1[CH2:45][CH3:46])=[O:5])[CH3:2]. (6) Given the reactants [F:1][C:2]1[CH:3]=[C:4]([CH2:8][CH:9]([C:24]2[CH:29]=[CH:28][C:27]([S:30]([CH3:33])(=[O:32])=[O:31])=[CH:26][CH:25]=2)[C:10]([NH:12][C:13]2[N:14]=[CH:15][C:16]([CH2:19][O:20]C(=O)C)=[N:17][CH:18]=2)=[O:11])[CH:5]=[CH:6][CH:7]=1.C([O-])([O-])=O.[K+].[K+].O.Cl, predict the reaction product. The product is: [F:1][C:2]1[CH:3]=[C:4]([CH2:8][CH:9]([C:24]2[CH:25]=[CH:26][C:27]([S:30]([CH3:33])(=[O:32])=[O:31])=[CH:28][CH:29]=2)[C:10]([NH:12][C:13]2[CH:18]=[N:17][C:16]([CH2:19][OH:20])=[CH:15][N:14]=2)=[O:11])[CH:5]=[CH:6][CH:7]=1. (7) Given the reactants [F-].[K+].C[Si](C)(C)[C:5]([F:8])([F:7])[F:6].[Cl:11][C:12]1[CH:13]=[CH:14][C:15](I)=[N:16][CH:17]=1, predict the reaction product. The product is: [Cl:11][C:12]1[CH:13]=[CH:14][C:15]([C:5]([F:8])([F:7])[F:6])=[N:16][CH:17]=1.